This data is from Reaction yield outcomes from USPTO patents with 853,638 reactions. The task is: Predict the reaction yield, written as a fraction of the theoretical maximum amount of product (1.0 means a 100% yield; for example, 0.34 means a 34% yield). (1) The reactants are [NH2:1][C@@H:2]1[C:11]2[C:6](=[CH:7][CH:8]=[CH:9][CH:10]=2)[C@H:5]([OH:12])[CH2:4][CH2:3]1.[H-].[Na+].F[C:16]1[CH:17]=[CH:18][C:19]2[N:20]([C:22]([N:25]3[CH2:30][CH2:29][N:28]([CH2:31][CH2:32][O:33][Si:34]([CH:41]([CH3:43])[CH3:42])([CH:38]([CH3:40])[CH3:39])[CH:35]([CH3:37])[CH3:36])[CH2:27][CH2:26]3)=[N:23][N:24]=2)[CH:21]=1. The catalyst is CN(C=O)C.O. The product is [CH:41]([Si:34]([CH:35]([CH3:37])[CH3:36])([CH:38]([CH3:40])[CH3:39])[O:33][CH2:32][CH2:31][N:28]1[CH2:27][CH2:26][N:25]([C:22]2[N:20]3[CH:21]=[C:16]([O:12][C@H:5]4[C:6]5[C:11](=[CH:10][CH:9]=[CH:8][CH:7]=5)[C@@H:2]([NH2:1])[CH2:3][CH2:4]4)[CH:17]=[CH:18][C:19]3=[N:24][N:23]=2)[CH2:30][CH2:29]1)([CH3:42])[CH3:43]. The yield is 0.680. (2) The reactants are C([O:8][C:9]1[CH:14]=[CH:13][C:12]([C:15]2([CH3:29])[C:24](=[O:25])[C:23]3[C:18](=[CH:19][C:20]([Cl:27])=[CH:21][C:22]=3[Cl:26])[NH:17][C:16]2=[O:28])=[CH:11][C:10]=1[Br:30])C1C=CC=CC=1.B(Br)(Br)Br.CCCCCC. The catalyst is CCOC(C)=O. The product is [Br:30][C:10]1[CH:11]=[C:12]([C:15]2([CH3:29])[C:24](=[O:25])[C:23]3[C:18](=[CH:19][C:20]([Cl:27])=[CH:21][C:22]=3[Cl:26])[NH:17][C:16]2=[O:28])[CH:13]=[CH:14][C:9]=1[OH:8]. The yield is 0.780. (3) The reactants are C(O)(=O)C.[CH2:5]([C:7]1[CH:12]=[CH:11][C:10]([C:13](=[O:15])[CH3:14])=[CH:9][C:8]=1[O:16][CH3:17])[CH3:6].[N+:18]([O-])([OH:20])=[O:19]. The catalyst is O. The product is [CH2:5]([C:7]1[C:8]([O:16][CH3:17])=[CH:9][C:10]([C:13](=[O:15])[CH3:14])=[C:11]([N+:18]([O-:20])=[O:19])[CH:12]=1)[CH3:6]. The yield is 0.270.